This data is from Full USPTO retrosynthesis dataset with 1.9M reactions from patents (1976-2016). The task is: Predict the reactants needed to synthesize the given product. Given the product [Cl:54][C:51]1[CH:50]=[CH:49][C:48]([C:45]2([C:31]3[C:30]([OH:37])=[C:8]([C:23]([OH:25])=[O:24])[C:29]4[C:33](=[CH:34][CH:35]=[C:27]([F:26])[CH:28]=4)[N:32]=3)[CH2:46][CH2:47]2)=[CH:53][CH:52]=1, predict the reactants needed to synthesize it. The reactants are: C(C1C=CC=C2C=1N=C(C1(C3C=CC=CC=3)CC1)C(O)=[C:8]2[C:23]([OH:25])=[O:24])C.[F:26][C:27]1[CH:28]=[C:29]2[C:33](=[CH:34][CH:35]=1)[NH:32][C:31](=O)[C:30]2=[O:37].C(OCC([C:45]1([C:48]2[CH:53]=[CH:52][C:51]([Cl:54])=[CH:50][CH:49]=2)[CH2:47][CH2:46]1)=O)(=O)C.